Regression/Classification. Given a drug SMILES string, predict its absorption, distribution, metabolism, or excretion properties. Task type varies by dataset: regression for continuous measurements (e.g., permeability, clearance, half-life) or binary classification for categorical outcomes (e.g., BBB penetration, CYP inhibition). For this dataset (clearance_hepatocyte_az), we predict log10(clearance) (log10 of the in vitro intrinsic clearance, CLint, in uL/min per 10^6 hepatocytes; values are censored to the assay range of 3 to 150, which is 0.477 to 2.18 on this log10 scale). From a dataset of Hepatocyte clearance measurements from AstraZeneca. (1) The molecule is Cc1nnc(C)c2cc(N3CCN(C(=O)[C@@H]4CCCC[C@H]4C(=O)NC4(C#N)CC4)[C@H](C)C3)ccc12. The log10(clearance) is 1.06. (2) The compound is COc1cc2nccc(Oc3ccc(NC(=O)C4(C(=O)Nc5ccc(F)cc5)CC4)cc3)c2cc1OC. The log10(clearance) is 0.500. (3) The molecule is CCc1c(C)nc(SCC(=O)Nc2nc(-c3ccc(OC)cc3)cs2)nc1O. The log10(clearance) is 1.82.